The task is: Predict the product of the given reaction.. This data is from Forward reaction prediction with 1.9M reactions from USPTO patents (1976-2016). (1) The product is: [CH3:18][C:11]1([CH3:17])[CH2:12][C:13]([CH3:15])([CH3:16])[CH2:14][CH:9]([N:6]2[C:5](=[O:19])[C:4]3[CH:20]=[N:23][NH:2][C:3]=3[CH:8]=[N:7]2)[CH2:10]1. Given the reactants C[N:2](C)[C:3]1[CH:8]=[N:7][N:6]([CH:9]2[CH2:14][C:13]([CH3:16])([CH3:15])[CH2:12][C:11]([CH3:18])([CH3:17])[CH2:10]2)[C:5](=[O:19])[C:4]=1[CH:20]=O.[NH2:23]N.O, predict the reaction product. (2) Given the reactants [NH2:1][C:2]([NH2:4])=[S:3].Br[CH:6]1[C:11](=O)[CH2:10][CH2:9][N:8]([C:13](=[O:21])[C:14]2[CH:19]=[CH:18][CH:17]=[CH:16][C:15]=2[F:20])[CH2:7]1.C([O-])(O)=O.[Na+], predict the reaction product. The product is: [F:20][C:15]1[CH:16]=[CH:17][CH:18]=[CH:19][C:14]=1[C:13]([N:8]1[CH2:9][CH2:10][C:11]2[N:1]=[C:2]([NH2:4])[S:3][C:6]=2[CH2:7]1)=[O:21]. (3) Given the reactants [CH3:1][C:2]1[CH:8]=[C:7]([C:9]2[CH:10]=[N:11][CH:12]=[CH:13][CH:14]=2)[C:6]([CH3:15])=[CH:5][C:3]=1[NH2:4].Cl, predict the reaction product. The product is: [CH3:1][C:2]1[CH:8]=[C:7]([CH:9]2[CH2:14][CH2:13][CH2:12][NH:11][CH2:10]2)[C:6]([CH3:15])=[CH:5][C:3]=1[NH2:4]. (4) Given the reactants [CH:1]([OH:3])=O.[CH:4]1([O:9][C:10]2[C:15]([O:16][CH3:17])=[CH:14][N:13]=[C:12](OC(C3C=CC=CC=3)(C3C=CC=CC=3)C3C=CC=CC=3)[CH:11]=2)[CH2:8][CH2:7][CH2:6][CH2:5]1, predict the reaction product. The product is: [CH:4]1([O:9][C:10]2[C:15]([O:16][CH3:17])=[CH:14][N:13]=[C:12]([CH2:1][OH:3])[CH:11]=2)[CH2:5][CH2:6][CH2:7][CH2:8]1.